Dataset: Forward reaction prediction with 1.9M reactions from USPTO patents (1976-2016). Task: Predict the product of the given reaction. (1) Given the reactants Cl.[O:2]1[CH2:7][CH2:6][CH:5]([C:8]2[NH:16][C:15]3[CH2:14][CH2:13][NH:12][CH2:11][C:10]=3[CH:9]=2)[CH2:4][CH2:3]1.Br[C:18]1[C:19]([CH3:28])=[CH:20][C:21]([S:24]([CH3:27])(=[O:26])=[O:25])=[N:22][CH:23]=1, predict the reaction product. The product is: [CH3:28][C:19]1[CH:20]=[C:21]([S:24]([CH3:27])(=[O:26])=[O:25])[N:22]=[CH:23][C:18]=1[N:12]1[CH2:13][CH2:14][C:15]2[NH:16][C:8]([CH:5]3[CH2:6][CH2:7][O:2][CH2:3][CH2:4]3)=[CH:9][C:10]=2[CH2:11]1. (2) Given the reactants [OH:1][CH:2]1[CH2:7][CH2:6][O:5][C:3]1=[O:4].CS(O[CH2:13][CH2:14][CH2:15][CH2:16][CH2:17][CH2:18][CH2:19][CH2:20]/[CH:21]=[CH:22]\[CH2:23]/[CH:24]=[CH:25]\[CH2:26][CH2:27][CH2:28][CH2:29][CH3:30])(=O)=O.C(=O)([O-])[O-].[Cs+].[Cs+].O, predict the reaction product. The product is: [CH2:13]([O:1][CH:2]1[CH2:7][CH2:6][O:5][C:3]1=[O:4])[CH2:14][CH2:15][CH2:16][CH2:17][CH2:18][CH2:19][CH2:20]/[CH:21]=[CH:22]\[CH2:23]/[CH:24]=[CH:25]\[CH2:26][CH2:27][CH2:28][CH2:29][CH3:30]. (3) Given the reactants [Cl:1][C:2]1[CH:3]=[CH:4][C:5]2[C:6]3[C:11]([CH:12]([CH3:26])[N:13]([C:16](=[O:25])[C:17]4[CH:22]=[CH:21][C:20]([O:23]C)=[CH:19][CH:18]=4)[C:14]=2[CH:15]=1)=[CH:10][CH:9]=[CH:8][CH:7]=3.ClC1C=CC(C2C=CC=CC=2C(NC(=O)C2C=CC(OC)=CC=2)C)=C(F)C=1.C[Si]([N-][Si](C)(C)C)(C)C.[Li+], predict the reaction product. The product is: [Cl:1][C:2]1[CH:3]=[CH:4][C:5]2[C:6]3[C:11]([CH:12]([CH3:26])[N:13]([C:16]([C:17]4[CH:18]=[CH:19][C:20]([OH:23])=[CH:21][CH:22]=4)=[O:25])[C:14]=2[CH:15]=1)=[CH:10][CH:9]=[CH:8][CH:7]=3.